This data is from Full USPTO retrosynthesis dataset with 1.9M reactions from patents (1976-2016). The task is: Predict the reactants needed to synthesize the given product. (1) Given the product [ClH:23].[O:1]1[CH2:2][CH2:3][N:4]([CH2:7][C:8]([N:35]([C:36]2[CH:41]=[CH:40][CH:39]=[CH:38][C:37]=2/[CH:42]=[CH:43]/[C:44]2[CH:45]=[CH:46][N+:47]([O-:50])=[CH:48][CH:49]=2)[S:32]([C:29]2[CH:28]=[CH:27][C:26]([O:25][CH3:24])=[CH:31][CH:30]=2)(=[O:33])=[O:34])=[O:10])[CH2:5][CH2:6]1, predict the reactants needed to synthesize it. The reactants are: [O:1]1[CH2:6][CH2:5][N:4]([CH2:7][C:8]([OH:10])=O)[CH2:3][CH2:2]1.C(N(CC)CC)C.C([Cl:23])(=O)OCC.[CH3:24][O:25][C:26]1[CH:31]=[CH:30][C:29]([S:32]([NH:35][C:36]2[CH:41]=[CH:40][CH:39]=[CH:38][C:37]=2/[CH:42]=[CH:43]/[C:44]2[CH:49]=[CH:48][N+:47]([O-:50])=[CH:46][CH:45]=2)(=[O:34])=[O:33])=[CH:28][CH:27]=1. (2) Given the product [CH3:14][N:15]([CH3:16])[C:11]([C:8]1([C:5]2[CH:4]=[CH:3][C:2]([Br:1])=[CH:7][N:6]=2)[CH2:10][CH2:9]1)=[O:13], predict the reactants needed to synthesize it. The reactants are: [Br:1][C:2]1[CH:3]=[CH:4][C:5]([C:8]2([C:11]([OH:13])=O)[CH2:10][CH2:9]2)=[N:6][CH:7]=1.[CH3:14][NH:15][CH3:16]. (3) Given the product [F:1][C:2]1[CH:7]=[CH:6][CH:5]=[CH:4][C:3]=1[N:8]1[C:12]([C:13]2[CH:14]=[CH:15][N:16]=[CH:17][CH:18]=2)=[C:11]([C:19]2[O:20][N:34]=[C:26]([C:27]3[CH:32]=[CH:31][CH:30]=[CH:29][C:28]=3[CH3:33])[N:25]=2)[N:10]=[N:9]1, predict the reactants needed to synthesize it. The reactants are: [F:1][C:2]1[CH:7]=[CH:6][CH:5]=[CH:4][C:3]=1[N:8]1[C:12]([C:13]2[CH:18]=[CH:17][N:16]=[CH:15][CH:14]=2)=[C:11]([C:19](OCC)=[O:20])[N:10]=[N:9]1.O[N:25]=[C:26]([NH2:34])[C:27]1[CH:32]=[CH:31][CH:30]=[CH:29][C:28]=1[CH3:33]. (4) Given the product [C:39]([CH:36]1[CH2:37][CH2:38][N:33]([C:15]([N:13]2[CH2:14][CH:9]([C:6]3[CH:5]=[CH:4][C:3]([C:2]([F:1])([F:31])[F:32])=[CH:8][CH:7]=3)[CH2:10][CH:11]([C:27]([O:29][CH3:30])=[O:28])[CH2:12]2)=[O:17])[CH2:34][CH2:35]1)#[N:40], predict the reactants needed to synthesize it. The reactants are: [F:1][C:2]([F:32])([F:31])[C:3]1[CH:8]=[CH:7][C:6]([CH:9]2[CH2:14][N:13]([C:15]([O:17]C3C=CC([N+]([O-])=O)=CC=3)=O)[CH2:12][CH:11]([C:27]([O:29][CH3:30])=[O:28])[CH2:10]2)=[CH:5][CH:4]=1.[NH:33]1[CH2:38][CH2:37][CH:36]([C:39]#[N:40])[CH2:35][CH2:34]1. (5) Given the product [NH2:15][C:12]1[CH:13]=[CH:14][C:9]([O:8][C:7]2[C:2]([Cl:1])=[CH:3][C:4]([F:27])=[C:5]([NH:20][C:21](=[O:26])[C:22]([F:23])([F:24])[F:25])[CH:6]=2)=[C:10]([C:18]#[N:19])[CH:11]=1, predict the reactants needed to synthesize it. The reactants are: [Cl:1][C:2]1[C:7]([O:8][C:9]2[CH:14]=[CH:13][C:12]([N+:15]([O-])=O)=[CH:11][C:10]=2[C:18]#[N:19])=[CH:6][C:5]([NH:20][C:21](=[O:26])[C:22]([F:25])([F:24])[F:23])=[C:4]([F:27])[CH:3]=1.O1CCCC1. (6) Given the product [CH2:1]([O:6][C:7]1[CH:16]=[CH:15][C:14]2[C:9](=[CH:10][CH:11]=[CH:12][CH:13]=2)[C:8]=1[CH:17]=[O:18])[CH2:2][CH3:3], predict the reactants needed to synthesize it. The reactants are: [CH2:1]([O:6][C:7]1[CH:16]=[CH:15][C:14]2[C:9](=[CH:10][CH:11]=[CH:12][CH:13]=2)[C:8]=1[CH:17]=[O:18])[CH2:2][CH:3](C)C.OC1C=CC2C(=CC=CC=2)C=1C=O.BrCCC. (7) Given the product [Cl:1][C:2]1[CH:35]=[CH:34][CH:33]=[CH:32][C:3]=1[O:4][C:5]1[CH:6]=[CH:7][C:8]([C:11]2[O:15][N:14]=[C:13]([C:16]3[S:20][C:19]([CH2:21][N:22]4[CH2:23][CH:24]([C:26]([OH:28])=[O:27])[CH2:25]4)=[CH:18][C:17]=3[CH2:30][CH3:31])[N:12]=2)=[CH:9][CH:10]=1, predict the reactants needed to synthesize it. The reactants are: [Cl:1][C:2]1[CH:35]=[CH:34][CH:33]=[CH:32][C:3]=1[O:4][C:5]1[CH:10]=[CH:9][C:8]([C:11]2[O:15][N:14]=[C:13]([C:16]3[S:20][C:19]([CH2:21][N:22]4[CH2:25][CH:24]([C:26]([O:28]C)=[O:27])[CH2:23]4)=[CH:18][C:17]=3[CH2:30][CH3:31])[N:12]=2)=[CH:7][CH:6]=1.O.[OH-].[Li+].C(O)(=O)C.C(O)(=O)C(O)=O. (8) The reactants are: [CH:1]1([CH2:4][C:5](=[O:20])[CH2:6][C:7]2[CH:12]=[CH:11][N:10]=[C:9]([NH:13][C:14]3[CH:19]=[CH:18][N:17]=[CH:16][CH:15]=3)[N:8]=2)[CH2:3][CH2:2]1.[CH3:21][N:22]([CH:24](OC)OC)[CH3:23]. Given the product [CH:1]1([CH2:4][C:5](=[O:20])/[C:6](/[C:7]2[CH:12]=[CH:11][N:10]=[C:9]([NH:13][C:14]3[CH:19]=[CH:18][N:17]=[CH:16][CH:15]=3)[N:8]=2)=[CH:21]\[N:22]([CH3:24])[CH3:23])[CH2:2][CH2:3]1, predict the reactants needed to synthesize it. (9) The reactants are: [CH2:12]([Sn]([CH2:12][CH2:13][CH2:14][CH3:15])([CH2:12][CH2:13][CH2:14][CH3:15])C=C)[CH2:13][CH2:14][CH3:15].ClC1C=[CH:21][C:20]([Cl:23])=[CH:19][N:18]=1.[F-].[NH4+].C(OCC)(=O)C. Given the product [Cl:23][C:20]1[CH:21]=[CH:12][C:13]([CH:14]=[CH2:15])=[N:18][CH:19]=1, predict the reactants needed to synthesize it. (10) Given the product [Br:45][C:46]1[C:47]([C@@H:56]([NH:66][C:67](=[O:85])[CH2:68][N:69]2[C:77]3[C:76]([F:78])([F:79])[CH2:75][CH2:74][C:73]([F:80])([F:81])[C:72]=3[C:71]([CH:82]([F:84])[F:83])=[N:70]2)[CH2:57][C:58]2[CH:59]=[C:60]([F:65])[CH:61]=[C:62]([F:64])[CH:63]=2)=[N:48][C:49]([NH:44][CH2:43][CH:40]2[CH2:42][CH2:41]2)=[N:50][CH:51]=1, predict the reactants needed to synthesize it. The reactants are: BrC1C([C@H](NC(=O)CN2C3CCCCC=3C(C(F)(F)F)=N2)CC2C=C(F)C=C(F)C=2)=NC(NCCOC)=NC=1.[CH:40]1([CH2:43][NH2:44])[CH2:42][CH2:41]1.[Br:45][C:46]1[C:47]([C@@H:56]([NH:66][C:67](=[O:85])[CH2:68][N:69]2[C:77]3[C:76]([F:79])([F:78])[CH2:75][CH2:74][C:73]([F:81])([F:80])[C:72]=3[C:71]([CH:82]([F:84])[F:83])=[N:70]2)[CH2:57][C:58]2[CH:63]=[C:62]([F:64])[CH:61]=[C:60]([F:65])[CH:59]=2)=[N:48][C:49](S(C)(=O)=O)=[N:50][CH:51]=1.